From a dataset of Catalyst prediction with 721,799 reactions and 888 catalyst types from USPTO. Predict which catalyst facilitates the given reaction. Reactant: C([O:8][CH2:9][CH2:10][CH2:11][CH2:12][CH2:13][CH2:14][O:15][CH2:16][C:17]([C:20]1[CH:21]=[C:22]([N:26]2[C:30](=[O:31])[CH2:29][NH:28][C:27]2=[O:32])[CH:23]=[CH:24][CH:25]=1)([F:19])[F:18])C1C=CC=CC=1. Product: [F:19][C:17]([C:20]1[CH:21]=[C:22]([N:26]2[C:30](=[O:31])[CH2:29][NH:28][C:27]2=[O:32])[CH:23]=[CH:24][CH:25]=1)([F:18])[CH2:16][O:15][CH2:14][CH2:13][CH2:12][CH2:11][CH2:10][CH2:9][OH:8]. The catalyst class is: 29.